Predict the reaction yield, written as a fraction of the theoretical maximum amount of product (1.0 means a 100% yield; for example, 0.34 means a 34% yield). From a dataset of Reaction yield outcomes from USPTO patents with 853,638 reactions. The reactants are [F:1][C:2]1[CH:3]=[C:4]([N+:20]([O-])=O)[CH:5]=[C:6]2[C:11]=1[N:10]([CH2:12][CH2:13][CH:14]1[CH2:18][CH2:17][CH2:16][N:15]1[CH3:19])[CH2:9][CH2:8][CH2:7]2.[H][H]. The catalyst is O1CCCC1.C(O)C.[Pd]. The product is [F:1][C:2]1[CH:3]=[C:4]([NH2:20])[CH:5]=[C:6]2[C:11]=1[N:10]([CH2:12][CH2:13][CH:14]1[CH2:18][CH2:17][CH2:16][N:15]1[CH3:19])[CH2:9][CH2:8][CH2:7]2. The yield is 0.990.